From a dataset of Full USPTO retrosynthesis dataset with 1.9M reactions from patents (1976-2016). Predict the reactants needed to synthesize the given product. (1) Given the product [Cl:1][C:2]1[CH:3]=[CH:4][C:5]([C:8]2[S:9][C:10]([C:14]([NH:30][CH:54]3[CH2:49][CH2:48][CH2:47][N:19]([C:23]4[CH:22]=[C:27]([CH:26]=[CH:25][CH:24]=4)[C:43]([O:63][CH3:62])=[O:44])[CH2:55]3)=[O:16])=[C:11]([CH3:13])[N:12]=2)=[CH:6][CH:7]=1, predict the reactants needed to synthesize it. The reactants are: [Cl:1][C:2]1[CH:7]=[CH:6][C:5]([C:8]2[S:9][C:10]([C:14]([OH:16])=O)=[C:11]([CH3:13])[N:12]=2)=[CH:4][CH:3]=1.O.O[N:19]1[C:23]2[CH:24]=[CH:25][CH:26]=[CH:27][C:22]=2N=N1.Cl.C[N:30](C)CCCN=C=NCC.CN1CC[O:44][CH2:43]C1.[C:47](O)(=O)[CH2:48][C:49]([CH2:54][C:55](O)=O)(C(O)=O)O.CN(C)[CH:62]=[O:63]. (2) Given the product [CH:1]1([NH:4][C:5]2[N:10]3[N:11]=[CH:12][C:13](/[CH:14]=[C:24]4/[C:22](=[O:23])[NH:21][C:19](=[O:20])[NH:18]/4)=[C:9]3[N:8]=[C:7]([S:16][CH3:17])[N:6]=2)[CH2:3][CH2:2]1, predict the reactants needed to synthesize it. The reactants are: [CH:1]1([NH:4][C:5]2[N:10]3[N:11]=[CH:12][C:13]([CH:14]=O)=[C:9]3[N:8]=[C:7]([S:16][CH3:17])[N:6]=2)[CH2:3][CH2:2]1.[NH:18]1[CH2:24][C:22](=[O:23])[NH:21][C:19]1=[O:20].N1CCCCC1. (3) Given the product [N+:15]([C:10]1[CH:11]=[CH:12][CH:13]=[CH:14][CH:9]=1)([O-:17])=[O:16], predict the reactants needed to synthesize it. The reactants are: NC1C=CC=CC=1.F[C:9]1[CH:14]=[CH:13][CH:12]=[CH:11][C:10]=1[N+:15]([O-:17])=[O:16].